This data is from Reaction yield outcomes from USPTO patents with 853,638 reactions. The task is: Predict the reaction yield, written as a fraction of the theoretical maximum amount of product (1.0 means a 100% yield; for example, 0.34 means a 34% yield). (1) The reactants are C[O:2][C:3]([C:5]1([C:8]2[CH:9]=[C:10]3[C:15](=[CH:16][CH:17]=2)[O:14][CH2:13][CH2:12][CH2:11]3)[CH2:7][CH2:6]1)=[O:4].O[Li].[OH2:20].[CH3:21][OH:22]. The catalyst is O. The product is [OH:20][C:11]1([O:22][CH3:21])[C:10]2[C:15](=[CH:16][CH:17]=[C:8]([C:5]3([C:3]([OH:2])=[O:4])[CH2:7][CH2:6]3)[CH:9]=2)[O:14][CH2:13][CH2:12]1. The yield is 0.760. (2) The reactants are [CH3:1][O:2][C:3]1[CH:4]=[C:5]2[C:10](=[CH:11][C:12]=1[O:13][CH3:14])[N:9]=[CH:8][CH:7]=[C:6]2[O:15][C:16]1[CH:22]=[CH:21][C:19]([NH2:20])=[C:18]([CH3:23])[C:17]=1[CH3:24].[CH2:25](N(CC)CC)C.[C:32](Cl)(Cl)=[S:33].[NH2:36][CH2:37][CH2:38][CH2:39][N:40]1[CH2:44][CH2:43][CH2:42][CH2:41]1. The catalyst is CN(C)C=O.C(OCC)(=O)C. The product is [CH3:1][O:2][C:3]1[CH:4]=[C:5]2[C:10](=[CH:11][C:12]=1[O:13][CH3:14])[N:9]=[CH:8][CH:7]=[C:6]2[O:15][C:16]1[CH:22]=[CH:21][C:19]([NH:20][C:32]([NH:36][CH2:37][CH2:38][CH2:39][N:40]2[CH2:44][CH2:43][CH2:42][CH2:41][CH2:25]2)=[S:33])=[C:18]([CH3:23])[C:17]=1[CH3:24]. The yield is 0.220. (3) The reactants are Cl[C:2]1[N:7]=[C:6]([C:8]2[C:16]3[C:11](=[CH:12][CH:13]=[C:14]([C:17]4[C:22]([F:23])=[CH:21][CH:20]=[CH:19][C:18]=4[F:24])[CH:15]=3)[N:10]([CH:25]3[CH2:30][CH2:29][CH2:28][CH2:27][O:26]3)[N:9]=2)[CH:5]=[N:4][CH:3]=1.[C:31]([N:38]1[CH2:42][CH2:41][C@@H:40]([NH2:43])[CH2:39]1)([O:33][C:34]([CH3:37])([CH3:36])[CH3:35])=[O:32].CC(C)([O-])C.[Na+]. The catalyst is O1CCOCC1.CC(C1C=C(C(C)C)C(C2C(P(C3CCCCC3)C3CCCCC3)=C(OC)C=CC=2OC)=C(C(C)C)C=1)C.C1C=[C-]C(CCN)=CC=1.Cl[Pd+]. The product is [F:24][C:18]1[CH:19]=[CH:20][CH:21]=[C:22]([F:23])[C:17]=1[C:14]1[CH:15]=[C:16]2[C:11](=[CH:12][CH:13]=1)[N:10]([CH:25]1[CH2:30][CH2:29][CH2:28][CH2:27][O:26]1)[N:9]=[C:8]2[C:6]1[N:7]=[C:2]([NH:43][C@@H:40]2[CH2:41][CH2:42][N:38]([C:31]([O:33][C:34]([CH3:37])([CH3:36])[CH3:35])=[O:32])[CH2:39]2)[CH:3]=[N:4][CH:5]=1. The yield is 0.830. (4) The reactants are [CH2:1]([O:8][C:9]1[C:10]([Cl:28])=[C:11]([CH:16](OC)[C:17]2[C:25]3[C:20](=[N:21][CH:22]=[CH:23][CH:24]=3)[NH:19][CH:18]=2)[C:12]([F:15])=[CH:13][CH:14]=1)[C:2]1[CH:7]=[CH:6][CH:5]=[CH:4][CH:3]=1.FC(F)(F)C(O)=O.C([SiH](CC)CC)C. The catalyst is C(#N)C. The product is [CH2:1]([O:8][C:9]1[C:10]([Cl:28])=[C:11]([C:12]([F:15])=[CH:13][CH:14]=1)[CH2:16][C:17]1[C:25]2[C:20](=[N:21][CH:22]=[CH:23][CH:24]=2)[NH:19][CH:18]=1)[C:2]1[CH:3]=[CH:4][CH:5]=[CH:6][CH:7]=1. The yield is 0.700. (5) The reactants are [Br:1][C:2]1[CH:3]=[C:4]([NH:12][CH:13]2[CH2:18][CH2:17][O:16][CH2:15][CH2:14]2)[C:5]([CH3:11])=[C:6]([CH:10]=1)[C:7]([O-:9])=[O:8].[CH:19](=O)[CH2:20][CH3:21].[C:23](O)(=O)C.C(O[BH-](OC(=O)C)OC(=O)C)(=O)C.[Na+]. The catalyst is ClC(Cl)C. The product is [Br:1][C:2]1[CH:3]=[C:4]([N:12]([CH2:19][CH2:20][CH3:21])[CH:13]2[CH2:18][CH2:17][O:16][CH2:15][CH2:14]2)[C:5]([CH3:11])=[C:6]([CH:10]=1)[C:7]([O:9][CH3:23])=[O:8]. The yield is 0.857.